From a dataset of Catalyst prediction with 721,799 reactions and 888 catalyst types from USPTO. Predict which catalyst facilitates the given reaction. (1) Reactant: [Br:1][C:2]1[CH:9]=[CH:8][C:5]([C:6]#[N:7])=[C:4]([OH:10])[CH:3]=1.Br[CH:12]1[CH2:14][CH2:13]1.C([O-])([O-])=O.[Cs+].[Cs+]. Product: [Br:1][C:2]1[CH:9]=[CH:8][C:5]([C:6]#[N:7])=[C:4]([O:10][CH:12]2[CH2:14][CH2:13]2)[CH:3]=1. The catalyst class is: 3. (2) Reactant: [H-].[Na+].C[Si](N[Si](C)(C)C)(C)C.[Br:12][C:13]1[CH:19]=[CH:18][C:16]([NH2:17])=[C:15]([N+:20]([O-:22])=[O:21])[CH:14]=1.[CH3:23][C:24]([O:27][C:28](O[C:28]([O:27][C:24]([CH3:26])([CH3:25])[CH3:23])=[O:29])=[O:29])([CH3:26])[CH3:25]. Product: [Br:12][C:13]1[CH:19]=[CH:18][C:16]([NH:17][C:28](=[O:29])[O:27][C:24]([CH3:26])([CH3:25])[CH3:23])=[C:15]([N+:20]([O-:22])=[O:21])[CH:14]=1. The catalyst class is: 30. (3) Reactant: [NH2:1][C:2]1[CH:16]=[CH:15][C:5]([CH2:6][P:7](=[O:14])([O:11][CH2:12][CH3:13])[O:8][CH2:9][CH3:10])=[CH:4][CH:3]=1.[C:17]1([C:23]2[O:27][N:26]=[CH:25][C:24]=2/[CH:28]=[CH:29]/[C:30](O)=[O:31])[CH:22]=[CH:21][CH:20]=[CH:19][CH:18]=1.O.ON1C2C=CC=CC=2N=N1.Cl.C(N=C=NCCCN(C)C)C. Product: [CH2:12]([O:11][P:7]([CH2:6][C:5]1[CH:4]=[CH:3][C:2]([NH:1][C:30](=[O:31])/[CH:29]=[CH:28]/[C:24]2[CH:25]=[N:26][O:27][C:23]=2[C:17]2[CH:18]=[CH:19][CH:20]=[CH:21][CH:22]=2)=[CH:16][CH:15]=1)([O:8][CH2:9][CH3:10])=[O:14])[CH3:13]. The catalyst class is: 145.